Dataset: Catalyst prediction with 721,799 reactions and 888 catalyst types from USPTO. Task: Predict which catalyst facilitates the given reaction. (1) Reactant: [CH2:1]([N:8]1[C:13]([CH2:15][O:16][Si](C(C)(C)C)(C)C)([CH3:14])[CH2:12][O:11][C:10]([CH3:25])([CH3:24])[C:9]1=[O:26])[C:2]1[CH:7]=[CH:6][CH:5]=[CH:4][CH:3]=1.[F-].C([N+](CCCC)(CCCC)CCCC)CCC. Product: [CH2:1]([N:8]1[C:13]([CH2:15][OH:16])([CH3:14])[CH2:12][O:11][C:10]([CH3:25])([CH3:24])[C:9]1=[O:26])[C:2]1[CH:3]=[CH:4][CH:5]=[CH:6][CH:7]=1. The catalyst class is: 7. (2) Reactant: C(OP([CH2:9][C:10]([O:12][CH2:13][CH3:14])=[O:11])(OCC)=O)C.[H-].[Na+].[Br:17][C:18]1[CH:19]=[C:20]([C:25]([O:27][C:28]([CH3:31])([CH3:30])[CH3:29])=[O:26])[S:21][C:22]=1[CH:23]=O.O. Product: [Br:17][C:18]1[CH:19]=[C:20]([C:25]([O:27][C:28]([CH3:31])([CH3:30])[CH3:29])=[O:26])[S:21][C:22]=1/[CH:23]=[CH:9]/[C:10]([O:12][CH2:13][CH3:14])=[O:11]. The catalyst class is: 3.